Dataset: Full USPTO retrosynthesis dataset with 1.9M reactions from patents (1976-2016). Task: Predict the reactants needed to synthesize the given product. (1) Given the product [F:19][C:7]1[C:16]2[C:11](=[CH:12][CH:13]=[CH:14][CH:15]=2)[CH:10]=[CH:9][CH:8]=1, predict the reactants needed to synthesize it. The reactants are: FC(F)(F)S(O[C:7]1[C:16]2[C:11](=[CH:12][CH:13]=[CH:14][CH:15]=2)[CH:10]=[CH:9][CH:8]=1)(=O)=O.[F-:19].[Cs+]. (2) Given the product [Cl:1][C:2]1[C:3]([CH2:10][O:11][CH:12]2[CH2:17][CH2:16][CH2:15][CH2:14][O:13]2)=[C:4]([CH2:8][O:9][C:23](=[O:24])[N:21]([CH3:22])[CH3:20])[CH:5]=[N:6][CH:7]=1, predict the reactants needed to synthesize it. The reactants are: [Cl:1][C:2]1[C:3]([CH2:10][O:11][CH:12]2[CH2:17][CH2:16][CH2:15][CH2:14][O:13]2)=[C:4]([CH2:8][OH:9])[CH:5]=[N:6][CH:7]=1.[H-].[Na+].[CH3:20][N:21]([CH:23]=[O:24])[CH3:22]. (3) Given the product [CH2:32]([O:31][C:29](=[O:30])[CH2:28][C:26]1[CH:25]=[CH:24][C:23]([O:34][CH:35]([CH3:37])[CH3:36])=[C:22]([C:14]2[CH:15]=[CH:16][C:17]([F:21])=[C:18]3[C:13]=2[CH2:12][NH:11][CH2:20][CH2:19]3)[CH:27]=1)[CH3:33], predict the reactants needed to synthesize it. The reactants are: C(OC([N:11]1[CH2:20][CH2:19][C:18]2[C:13](=[C:14]([C:22]3[CH:27]=[C:26]([CH2:28][C:29]([O:31][CH2:32][CH3:33])=[O:30])[CH:25]=[CH:24][C:23]=3[O:34][CH:35]([CH3:37])[CH3:36])[CH:15]=[CH:16][C:17]=2[F:21])[CH2:12]1)=O)C1C=CC=CC=1. (4) Given the product [CH3:35][C:36]1[N:13]([C:11]2[N:12]=[C:7]([N:1]3[CH2:6][CH2:5][O:4][CH2:3][CH2:2]3)[C:8]3[S:23][C:22]([CH2:24][N:25]4[CH2:28][CH:27]([N:29]5[CH2:30][CH2:31][O:32][CH2:33][CH2:34]5)[CH2:26]4)=[CH:21][C:9]=3[N:10]=2)[C:14]2[CH:19]=[CH:18][CH:17]=[CH:16][C:15]=2[N:20]=1, predict the reactants needed to synthesize it. The reactants are: [N:1]1([C:7]2[C:8]3[S:23][C:22]([CH2:24][N:25]4[CH2:28][CH:27]([N:29]5[CH2:34][CH2:33][O:32][CH2:31][CH2:30]5)[CH2:26]4)=[CH:21][C:9]=3[N:10]=[C:11]([NH:13][C:14]3[C:15]([NH2:20])=[CH:16][CH:17]=[CH:18][CH:19]=3)[N:12]=2)[CH2:6][CH2:5][O:4][CH2:3][CH2:2]1.[C:35](O)(=O)[CH3:36]. (5) Given the product [CH3:16][O:17][C:18]1[CH:25]=[CH:24][C:21]([CH2:22][N:4]2[C:3](=[O:9])[C:2]([Br:1])=[C:7]([Br:8])[CH:6]=[N:5]2)=[CH:20][CH:19]=1, predict the reactants needed to synthesize it. The reactants are: [Br:1][C:2]1[C:3](=[O:9])[NH:4][N:5]=[CH:6][C:7]=1[Br:8].C(=O)([O-])[O-].[K+].[K+].[CH3:16][O:17][C:18]1[CH:25]=[CH:24][C:21]([CH2:22]Cl)=[CH:20][CH:19]=1. (6) Given the product [Cl:1][C:2]1[CH:3]=[C:4]([CH2:10][CH2:11][C:12]([N:36]2[CH2:35][CH2:34][CH:33]([CH2:32][O:31][C:28]3[CH:27]=[CH:26][C:25]([C:22]4[CH:23]=[CH:24][C:19]([S:16]([CH3:15])(=[O:18])=[O:17])=[CH:20][CH:21]=4)=[CH:30][N:29]=3)[CH2:38][CH2:37]2)=[O:14])[CH:5]=[CH:6][C:7]=1[O:8][CH3:9], predict the reactants needed to synthesize it. The reactants are: [Cl:1][C:2]1[CH:3]=[C:4]([CH2:10][CH2:11][C:12]([OH:14])=O)[CH:5]=[CH:6][C:7]=1[O:8][CH3:9].[CH3:15][S:16]([C:19]1[CH:24]=[CH:23][C:22]([C:25]2[CH:26]=[CH:27][C:28]([O:31][CH2:32][CH:33]3[CH2:38][CH2:37][NH:36][CH2:35][CH2:34]3)=[N:29][CH:30]=2)=[CH:21][CH:20]=1)(=[O:18])=[O:17].C(N(CC)CC)C.C1C=CC2N(O)N=NC=2C=1.C(Cl)CCl.